Dataset: TCR-epitope binding with 47,182 pairs between 192 epitopes and 23,139 TCRs. Task: Binary Classification. Given a T-cell receptor sequence (or CDR3 region) and an epitope sequence, predict whether binding occurs between them. (1) The epitope is MMISAGFSL. The TCR CDR3 sequence is CASSLGRGRPTDTQYF. Result: 1 (the TCR binds to the epitope). (2) The TCR CDR3 sequence is CASRTGSNQPQHF. Result: 0 (the TCR does not bind to the epitope). The epitope is FVRATATIPI. (3) The epitope is KRWIILGLNK. The TCR CDR3 sequence is CASSQGQFGNEQFF. Result: 1 (the TCR binds to the epitope). (4) The epitope is ILHCANFNV. The TCR CDR3 sequence is CASSSNMMSGDSNYGYTF. Result: 1 (the TCR binds to the epitope). (5) The epitope is VTEHDTLLY. The TCR CDR3 sequence is CASSQGGAGMRAEAFF. Result: 0 (the TCR does not bind to the epitope). (6) The epitope is FLNRFTTTL. The TCR CDR3 sequence is CASSLGVYEQYF. Result: 1 (the TCR binds to the epitope). (7) The epitope is DATYQRTRALVR. The TCR CDR3 sequence is CASSLSGNNEQFF. Result: 0 (the TCR does not bind to the epitope). (8) The TCR CDR3 sequence is CASSPGTAVLLGTDTQYF. Result: 1 (the TCR binds to the epitope). The epitope is LEPLVDLPI. (9) The epitope is VLQAVGACV. The TCR CDR3 sequence is CASSPWAGSEQYF. Result: 0 (the TCR does not bind to the epitope). (10) The epitope is SLFNTVATLY. The TCR CDR3 sequence is CASMGGANTEAFF. Result: 0 (the TCR does not bind to the epitope).